Dataset: Ames mutagenicity test results for genotoxicity prediction. Task: Regression/Classification. Given a drug SMILES string, predict its toxicity properties. Task type varies by dataset: regression for continuous values (e.g., LD50, hERG inhibition percentage) or binary classification for toxic/non-toxic outcomes (e.g., AMES mutagenicity, cardiotoxicity, hepatotoxicity). Dataset: ames. (1) The drug is O=C1c2ccccc2-c2ccc3c4ccc5c6c(ccc(c7ccc1c2c73)c64)C(=O)c1ccccc1-5. The result is 1 (mutagenic). (2) The molecule is CC1c2ccccc2-c2ccc(F)cc21. The result is 1 (mutagenic). (3) The compound is Cn1cc2cccc([N+](=O)[O-])c2n1. The result is 1 (mutagenic). (4) The drug is C/C=C\C=O. The result is 1 (mutagenic). (5) The drug is FC(F)C(F)C(F)(F)F. The result is 0 (non-mutagenic).